Dataset: Peptide-MHC class II binding affinity with 134,281 pairs from IEDB. Task: Regression. Given a peptide amino acid sequence and an MHC pseudo amino acid sequence, predict their binding affinity value. This is MHC class II binding data. (1) The peptide sequence is AFATAGTTVYGAFAA. The MHC is HLA-DPA10103-DPB10601 with pseudo-sequence HLA-DPA10103-DPB10601. The binding affinity (normalized) is 0.0805. (2) The peptide sequence is SQDLELSWNLNILQAY. The MHC is DRB1_0802 with pseudo-sequence DRB1_0802. The binding affinity (normalized) is 0.262. (3) The peptide sequence is EKKYFAATQFEPLNA. The MHC is DRB1_1001 with pseudo-sequence DRB1_1001. The binding affinity (normalized) is 0.692. (4) The peptide sequence is EPLQGPFNFRFLTEKGMKNV. The MHC is DRB1_1201 with pseudo-sequence DRB1_1201. The binding affinity (normalized) is 0.548. (5) The peptide sequence is AVKFPGGGQIVGGVY. The MHC is HLA-DQA10501-DQB10301 with pseudo-sequence HLA-DQA10501-DQB10301. The binding affinity (normalized) is 0.773. (6) The peptide sequence is RDHYILYCEGELHGRQ. The MHC is DRB4_0101 with pseudo-sequence DRB4_0103. The binding affinity (normalized) is 0.744. (7) The peptide sequence is VLRGFKKEISNMLNI. The MHC is DRB1_0701 with pseudo-sequence DRB1_0701. The binding affinity (normalized) is 0.839.